Dataset: Forward reaction prediction with 1.9M reactions from USPTO patents (1976-2016). Task: Predict the product of the given reaction. (1) Given the reactants [CH2:1]([N:8]1[CH2:17][CH2:16][C:15]2[C:14](Cl)=[N:13][C:12]([CH2:19][N:20]3[CH2:25][CH2:24][O:23][CH2:22][CH2:21]3)=[N:11][C:10]=2[CH2:9]1)[C:2]1[CH:7]=[CH:6][CH:5]=[CH:4][CH:3]=1.[C:26]([C:30]1[CH:36]=[CH:35][C:33]([NH2:34])=[CH:32][CH:31]=1)([CH3:29])([CH3:28])[CH3:27], predict the reaction product. The product is: [C:26]([C:30]1[CH:31]=[CH:32][C:33]([NH:34][C:14]2[C:15]3[CH2:16][CH2:17][N:8]([CH2:1][C:2]4[CH:7]=[CH:6][CH:5]=[CH:4][CH:3]=4)[CH2:9][C:10]=3[N:11]=[C:12]([CH2:19][N:20]3[CH2:25][CH2:24][O:23][CH2:22][CH2:21]3)[N:13]=2)=[CH:35][CH:36]=1)([CH3:29])([CH3:27])[CH3:28]. (2) Given the reactants [CH2:1]([C:4]1[C:5]([Cl:11])=[N:6][CH:7]=[N:8][C:9]=1[Cl:10])[CH:2]=C.C[N+]1([O-])CC[O:16]CC1.CCCCCC, predict the reaction product. The product is: [Cl:11][C:5]1[C:4]([CH2:1][CH:2]=[O:16])=[C:9]([Cl:10])[N:8]=[CH:7][N:6]=1. (3) Given the reactants COC(=O)[C:4]1[CH:9]=[CH:8][CH:7]=[C:6]([NH:10][C:11](=[O:38])[CH2:12][N:13]2[N:19]=[C:18]([CH:20]3[CH2:25][CH2:24][CH2:23][CH2:22][CH2:21]3)[C:17]3[CH:26]=[CH:27][CH:28]=[CH:29][C:16]=3[N:15]([CH2:30][C:31](=[O:36])[C:32]([CH3:35])([CH3:34])[CH3:33])[C:14]2=[O:37])[CH:5]=1.[C:40]([O:44][C:45](=[O:57])[CH2:46][N:47]1C=C2[C:49](C=CC=C2N)=[N:48]1)([CH3:43])([CH3:42])[CH3:41], predict the reaction product. The product is: [C:40]([O:44][C:45](=[O:57])[CH2:46][N:47]1[C:4]2[C:5](=[C:6]([NH:10][C:11](=[O:38])[CH2:12][N:13]3[N:19]=[C:18]([CH:20]4[CH2:21][CH2:22][CH2:23][CH2:24][CH2:25]4)[C:17]4[CH:26]=[CH:27][CH:28]=[CH:29][C:16]=4[N:15]([CH2:30][C:31](=[O:36])[C:32]([CH3:34])([CH3:33])[CH3:35])[C:14]3=[O:37])[CH:7]=[CH:8][CH:9]=2)[CH:49]=[N:48]1)([CH3:43])([CH3:42])[CH3:41].